Dataset: Forward reaction prediction with 1.9M reactions from USPTO patents (1976-2016). Task: Predict the product of the given reaction. Given the reactants [Si:1]([O:8][C@H:9]([C:58]1[CH:67]=[CH:66][C:65]([OH:68])=[C:64]2[C:59]=1C=C[C:62](=[O:69])[NH:63]2)[CH2:10][NH:11][CH2:12][CH2:13][CH2:14][C:15]#[C:16][C:17]1[CH:22]=[CH:21][C:20]([NH:23][C:24]([C:26]2[CH:27]=[C:28]([S:32]([C:35]3[CH:36]=[C:37]4[C:42](=[C:43]([CH3:45])[CH:44]=3)[N:41]=[CH:40][C:39]([C:46]([NH2:48])=[O:47])=[C:38]4[NH:49][C:50]3[CH:55]=[CH:54][CH:53]=[C:52]([O:56][CH3:57])[CH:51]=3)(=[O:34])=[O:33])[CH:29]=[CH:30][CH:31]=2)=[O:25])=[CH:19][CH:18]=1)([C:4]([CH3:7])([CH3:6])[CH3:5])([CH3:3])[CH3:2].NC[C@@H](C1C=CC(O)=C(NC=O)C=1)O[Si](C(C)(C)C)(C)C, predict the reaction product. The product is: [Si:1]([O:8][C@H:9]([C:58]1[CH:67]=[CH:66][C:65]([OH:68])=[C:64]([NH:63][CH:62]=[O:69])[CH:59]=1)[CH2:10][NH:11][CH2:12][CH2:13][CH2:14][C:15]#[C:16][C:17]1[CH:22]=[CH:21][C:20]([NH:23][C:24]([C:26]2[CH:27]=[C:28]([S:32]([C:35]3[CH:36]=[C:37]4[C:42](=[C:43]([CH3:45])[CH:44]=3)[N:41]=[CH:40][C:39]([C:46]([NH2:48])=[O:47])=[C:38]4[NH:49][C:50]3[CH:55]=[CH:54][CH:53]=[C:52]([O:56][CH3:57])[CH:51]=3)(=[O:34])=[O:33])[CH:29]=[CH:30][CH:31]=2)=[O:25])=[CH:19][CH:18]=1)([C:4]([CH3:7])([CH3:5])[CH3:6])([CH3:2])[CH3:3].